From a dataset of Forward reaction prediction with 1.9M reactions from USPTO patents (1976-2016). Predict the product of the given reaction. (1) Given the reactants [OH-].[Na+].[CH3:3][CH:4]([CH3:49])[CH2:5][N:6]1[C:18]2[CH:17]=[CH:16][C:15]([C:19]3[CH:20]=[CH:21][C:22]4[NH:23][C:24]5[C:29]([C:30]=4[CH:31]=3)=[CH:28][C:27]([C:32]3[CH:33]=[CH:34][C:35]4[N:36]([CH2:45][CH:46]([CH3:48])[CH3:47])[C:37]6[C:42]([C:43]=4[CH:44]=3)=[CH:41][CH:40]=[CH:39][CH:38]=6)=[CH:26][CH:25]=5)=[CH:14][C:13]=2[C:12]2[C:7]1=[CH:8][CH:9]=[CH:10][CH:11]=2.[CH2:50](Br)[CH:51]=[CH2:52], predict the reaction product. The product is: [CH3:3][CH:4]([CH3:49])[CH2:5][N:6]1[C:18]2[CH:17]=[CH:16][C:15]([C:19]3[CH:20]=[CH:21][C:22]4[N:23]([CH2:52][CH:51]=[CH2:50])[C:24]5[C:29]([C:30]=4[CH:31]=3)=[CH:28][C:27]([C:32]3[CH:33]=[CH:34][C:35]4[N:36]([CH2:45][CH:46]([CH3:48])[CH3:47])[C:37]6[C:42]([C:43]=4[CH:44]=3)=[CH:41][CH:40]=[CH:39][CH:38]=6)=[CH:26][CH:25]=5)=[CH:14][C:13]=2[C:12]2[C:7]1=[CH:8][CH:9]=[CH:10][CH:11]=2. (2) Given the reactants [CH2:1]([N:3]([CH2:18][CH3:19])[CH2:4][CH2:5][NH:6][C:7]([C:9]1[C:13]([CH3:14])=[C:12]([CH:15]=O)[NH:11][C:10]=1[CH3:17])=[O:8])[CH3:2].[NH2:20][C:21]1[N:22]=[C:23]([Cl:42])[C:24]2[CH2:29][C:28](=[O:30])[N:27]([CH2:31][C:32]3[C:37]([CH3:38])=[C:36]([O:39][CH3:40])[C:35]([CH3:41])=[CH:34][N:33]=3)[C:25]=2[N:26]=1.N1CCCCC1, predict the reaction product. The product is: [NH2:20][C:21]1[N:22]=[C:23]([Cl:42])[C:24]2=[C:25]([N:27]([CH2:31][C:32]3[C:37]([CH3:38])=[C:36]([O:39][CH3:40])[C:35]([CH3:41])=[CH:34][N:33]=3)[C:28](=[O:30])/[C:29]/2=[CH:15]\[C:12]2[NH:11][C:10]([CH3:17])=[C:9]([C:7]([NH:6][CH2:5][CH2:4][N:3]([CH2:18][CH3:19])[CH2:1][CH3:2])=[O:8])[C:13]=2[CH3:14])[N:26]=1. (3) Given the reactants C(OC(=O)[NH:7][C@@H:8]1[CH2:12][CH2:11][N:10]([C:13](=[O:37])[CH2:14][N:15]2[CH2:20][CH2:19][CH:18]([O:21][C:22](=[O:36])[NH:23][C:24]3[CH:29]=[CH:28][CH:27]=[CH:26][C:25]=3[C:30]3[CH:35]=[CH:34][CH:33]=[CH:32][CH:31]=3)[CH2:17][CH2:16]2)[CH2:9]1)(C)(C)C.FC(F)(F)C(O)=O.C([O-])(O)=O.[Na+], predict the reaction product. The product is: [NH2:7][C@@H:8]1[CH2:12][CH2:11][N:10]([C:13](=[O:37])[CH2:14][N:15]2[CH2:20][CH2:19][CH:18]([O:21][C:22](=[O:36])[NH:23][C:24]3[CH:29]=[CH:28][CH:27]=[CH:26][C:25]=3[C:30]3[CH:35]=[CH:34][CH:33]=[CH:32][CH:31]=3)[CH2:17][CH2:16]2)[CH2:9]1. (4) The product is: [Cl:66][C:67]1[C:72]([Cl:73])=[CH:71][CH:70]=[CH:69][C:68]=1[CH2:74][NH:75][C:20](=[O:22])[CH2:19][CH2:18][N:15]1[CH2:16][CH2:17][CH:12]([NH:11][CH2:10][C@H:9]([OH:8])[C:23]2[CH:32]=[CH:31][C:30]([OH:33])=[C:29]3[C:24]=2[CH:25]=[CH:26][C:27](=[O:34])[NH:28]3)[CH2:13][CH2:14]1. Given the reactants [Si]([O:8][C@H:9]([C:23]1[CH:32]=[CH:31][C:30]([OH:33])=[C:29]2[C:24]=1[CH:25]=[CH:26][C:27](=[O:34])[NH:28]2)[CH2:10][NH:11][CH:12]1[CH2:17][CH2:16][N:15]([CH2:18][CH2:19][C:20]([OH:22])=O)[CH2:14][CH2:13]1)(C(C)(C)C)(C)C.CN(C(ON1N=NC2C=CC=NC1=2)=[N+](C)C)C.F[P-](F)(F)(F)(F)F.C(N(CC)CC)C.[Cl:66][C:67]1[C:72]([Cl:73])=[CH:71][CH:70]=[CH:69][C:68]=1[CH2:74][NH2:75], predict the reaction product. (5) Given the reactants [F:1][C:2]1[C:7]([F:8])=[CH:6][CH:5]=[CH:4][C:3]=1[CH:9]([CH3:12])[C:10]#[N:11].[CH2:13](N)[CH2:14][NH2:15], predict the reaction product. The product is: [F:1][C:2]1[C:7]([F:8])=[CH:6][CH:5]=[CH:4][C:3]=1[CH:9]([C:10]1[NH:15][CH2:14][CH2:13][N:11]=1)[CH3:12].